This data is from Reaction yield outcomes from USPTO patents with 853,638 reactions. The task is: Predict the reaction yield, written as a fraction of the theoretical maximum amount of product (1.0 means a 100% yield; for example, 0.34 means a 34% yield). The reactants are [CH:1]([C:3]1[CH:8]=[CH:7][C:6]([NH:9][C:10]2[N:15]=[C:14]([C:16]3[CH:17]=[CH:18][C:19]([O:24][CH:25]4[CH2:30][CH2:29][O:28][CH2:27][CH2:26]4)=[C:20]([CH:23]=3)[C:21]#[N:22])[CH:13]=[CH:12][N:11]=2)=[CH:5][CH:4]=1)=O.OCC1C=CC(NC2N=C(C3C=C[C:57]([O:58][CH:59]4[CH2:60][CH2:59][O:58][CH2:57][CH2:60]4)=C(C=3)C#N)C=CN=2)=CC=1.CC#[N:63]. The catalyst is O=[Mn]=O. The product is [CH3:57][O:58][CH2:59][CH2:60][NH:63][CH2:1][C:3]1[CH:8]=[CH:7][C:6]([NH:9][C:10]2[N:15]=[C:14]([C:16]3[CH:17]=[CH:18][C:19]([O:24][CH:25]4[CH2:26][CH2:27][O:28][CH2:29][CH2:30]4)=[C:20]([CH:23]=3)[C:21]#[N:22])[CH:13]=[CH:12][N:11]=2)=[CH:5][CH:4]=1. The yield is 0.800.